From a dataset of Reaction yield outcomes from USPTO patents with 853,638 reactions. Predict the reaction yield, written as a fraction of the theoretical maximum amount of product (1.0 means a 100% yield; for example, 0.34 means a 34% yield). The catalyst is CN(C=O)C. The yield is 0.360. The reactants are [F:1][C:2]1[CH:7]=[CH:6][C:5]([C:8]2[S:12][C:11]([CH2:13][OH:14])=[N:10][C:9]=2[C:15]([OH:17])=O)=[CH:4][CH:3]=1.CCN=C=NCCCN(C)C.Cl.ON1C2C=CC=CC=2N=N1.[F:40][C:41]1[C:56]([F:57])=[CH:55][C:44]2[NH:45][C:46]([CH2:48][CH:49]3[CH2:54][CH2:53][CH2:52][CH2:51][NH:50]3)=[N:47][C:43]=2[CH:42]=1. The product is [F:40][C:41]1[C:56]([F:57])=[CH:55][C:44]2[NH:45][C:46]([CH2:48][CH:49]3[CH2:54][CH2:53][CH2:52][CH2:51][N:50]3[C:15]([C:9]3[N:10]=[C:11]([CH2:13][OH:14])[S:12][C:8]=3[C:5]3[CH:4]=[CH:3][C:2]([F:1])=[CH:7][CH:6]=3)=[O:17])=[N:47][C:43]=2[CH:42]=1.